This data is from Catalyst prediction with 721,799 reactions and 888 catalyst types from USPTO. The task is: Predict which catalyst facilitates the given reaction. (1) Reactant: [CH:1]1([C:4]([N:6]2[CH2:10][CH2:9][C@@H:8]([CH2:11][NH:12][C:13]3[C:18]([NH2:19])=[CH:17][CH:16]=[CH:15][N:14]=3)[CH2:7]2)=[O:5])[CH2:3][CH2:2]1.[CH:20]([C:22]1[CH:27]=[CH:26][C:25]([C:28]2[CH:33]=[CH:32][CH:31]=[C:30]([C:34]([OH:36])=[O:35])[CH:29]=2)=[CH:24][CH:23]=1)=O. Product: [CH:1]1([C:4]([N:6]2[CH2:10][CH2:9][C@@H:8]([CH2:11][N:12]3[C:13]4=[N:14][CH:15]=[CH:16][CH:17]=[C:18]4[N:19]=[C:20]3[C:22]3[CH:27]=[CH:26][C:25]([C:28]4[CH:33]=[CH:32][CH:31]=[C:30]([C:34]([OH:36])=[O:35])[CH:29]=4)=[CH:24][CH:23]=3)[CH2:7]2)=[O:5])[CH2:3][CH2:2]1. The catalyst class is: 60. (2) Reactant: [CH3:1][C:2]([O:5][C:6]([N:8]1[CH2:13][CH2:12][CH:11]([CH2:14][C:15]2[CH:16]=[C:17]([CH:21]=[CH:22][CH:23]=2)[C:18](O)=[O:19])[CH2:10][CH2:9]1)=[O:7])([CH3:4])[CH3:3].C1C=CC2N(O)N=NC=2C=1.CCN=C=NCCCN(C)C.C(N(CC)CC)C.Cl.[Br:53][C:54]1[CH:55]=[C:56]([CH2:61][NH2:62])[CH:57]=[CH:58][C:59]=1[F:60]. Product: [Br:53][C:54]1[CH:55]=[C:56]([CH2:61][NH:62][C:18]([C:17]2[CH:16]=[C:15]([CH2:14][CH:11]3[CH2:12][CH2:13][N:8]([C:6]([O:5][C:2]([CH3:1])([CH3:3])[CH3:4])=[O:7])[CH2:9][CH2:10]3)[CH:23]=[CH:22][CH:21]=2)=[O:19])[CH:57]=[CH:58][C:59]=1[F:60]. The catalyst class is: 22.